From a dataset of CYP3A4 inhibition data for predicting drug metabolism from PubChem BioAssay. Regression/Classification. Given a drug SMILES string, predict its absorption, distribution, metabolism, or excretion properties. Task type varies by dataset: regression for continuous measurements (e.g., permeability, clearance, half-life) or binary classification for categorical outcomes (e.g., BBB penetration, CYP inhibition). Dataset: cyp3a4_veith. The molecule is Cc1nc([N+](=O)[O-])cn1-c1nc2ccccn2c1[N+](=O)[O-]. The result is 0 (non-inhibitor).